From a dataset of Reaction yield outcomes from USPTO patents with 853,638 reactions. Predict the reaction yield, written as a fraction of the theoretical maximum amount of product (1.0 means a 100% yield; for example, 0.34 means a 34% yield). (1) The reactants are [F:1][C:2]1[CH:11]=[C:10]2[C:5]([CH2:6][CH2:7][C:8](=[O:12])[NH:9]2)=[CH:4][CH:3]=1.[H-].[Na+].Br[CH2:16][CH2:17][CH2:18]Cl.[CH2:20]([CH:24]1[CH2:29][CH2:28][NH:27][CH2:26][CH2:25]1)[CH2:21][CH2:22][CH3:23].C([O-])([O-])=O.[K+].[K+]. The catalyst is CN(C=O)C. The product is [CH2:20]([CH:24]1[CH2:29][CH2:28][N:27]([CH2:16][CH2:17][CH2:18][N:9]2[C:10]3[C:5](=[CH:4][CH:3]=[C:2]([F:1])[CH:11]=3)[CH2:6][CH2:7][C:8]2=[O:12])[CH2:26][CH2:25]1)[CH2:21][CH2:22][CH3:23]. The yield is 0.370. (2) The reactants are Cl.[NH:2]([C:4]1[CH:9]=[CH:8][N:7]=[CH:6][CH:5]=1)[NH2:3].[CH3:10][C:11]([CH3:18])([CH3:17])[C:12](=O)[CH2:13][C:14]#[N:15]. No catalyst specified. The product is [C:11]([C:12]1[CH:13]=[C:14]([NH2:15])[N:2]([C:4]2[CH:9]=[CH:8][N:7]=[CH:6][CH:5]=2)[N:3]=1)([CH3:18])([CH3:17])[CH3:10]. The yield is 0.170. (3) The reactants are [H-].[Na+].[CH3:3][O:4][C:5]1[CH:34]=[CH:33][C:8]([CH2:9][N:10]([CH2:24][C:25]2[CH:30]=[CH:29][C:28]([O:31][CH3:32])=[CH:27][CH:26]=2)[C:11]2[CH:16]=[C:15]([F:17])[C:14]([C:18]([CH3:22])([CH3:21])[CH2:19][OH:20])=[C:13]([F:23])[CH:12]=2)=[CH:7][CH:6]=1.I[CH2:36][CH3:37].[Cl-].[NH4+]. The catalyst is CN(C=O)C. The product is [CH2:36]([O:20][CH2:19][C:18]([C:14]1[C:13]([F:23])=[CH:12][C:11]([N:10]([CH2:9][C:8]2[CH:7]=[CH:6][C:5]([O:4][CH3:3])=[CH:34][CH:33]=2)[CH2:24][C:25]2[CH:26]=[CH:27][C:28]([O:31][CH3:32])=[CH:29][CH:30]=2)=[CH:16][C:15]=1[F:17])([CH3:22])[CH3:21])[CH3:37]. The yield is 1.05. (4) The product is [Br:1][C:2]1[CH:10]=[C:9]([N+:11]([O-:13])=[O:12])[CH:8]=[CH:7][C:3]=1[C:4]([O:6][C:26]([CH3:29])([CH3:28])[CH3:27])=[O:5]. The catalyst is C1COCC1.CCOCC. The reactants are [Br:1][C:2]1[CH:10]=[C:9]([N+:11]([O-:13])=[O:12])[CH:8]=[CH:7][C:3]=1[C:4]([OH:6])=[O:5].C(C1NC=CN=1)(C1NC=CN=1)=O.[C:26](O)([CH3:29])([CH3:28])[CH3:27].C1CCN2C(=NCCC2)CC1. The yield is 0.690. (5) The reactants are [N:1]1([CH2:7][C:8]2[CH:13]=[CH:12][C:11]([C:14]3[CH:27]=[N:26][C:17]4[NH:18][C:19]5[CH:24]=[N:23][C:22]([NH2:25])=[CH:21][C:20]=5[C:16]=4[CH:15]=3)=[CH:10][CH:9]=2)[CH2:6][CH2:5][CH2:4][CH2:3][CH2:2]1.N1C=CC=CC=1.[CH2:34]([N:36]=[C:37]=[O:38])[CH3:35].C(=O)(O)[O-].[Na+]. The catalyst is C(Cl)Cl.CO.O. The product is [CH2:34]([NH:36][C:37]([NH:25][C:22]1[N:23]=[CH:24][C:19]2[NH:18][C:17]3[N:26]=[CH:27][C:14]([C:11]4[CH:12]=[CH:13][C:8]([CH2:7][N:1]5[CH2:6][CH2:5][CH2:4][CH2:3][CH2:2]5)=[CH:9][CH:10]=4)=[CH:15][C:16]=3[C:20]=2[CH:21]=1)=[O:38])[CH3:35]. The yield is 0.310. (6) The reactants are [CH3:1][C:2]1[CH:7]=[CH:6][C:5]([S:8]([O:11][CH2:12][CH:13]2[CH2:17][C:16]3[CH:18]=[CH:19][CH:20]=[C:21](Br)[C:15]=3[O:14]2)(=[O:10])=[O:9])=[CH:4][CH:3]=1.[F:23][C:24]([F:35])([F:34])[C:25]1[CH:30]=[CH:29][C:28](B(O)O)=[CH:27][CH:26]=1.C(=O)([O-])[O-].[K+].[K+].CC1C=CC(S(OCC2CC3C(C4C=CC=CC=4)=CC=CC=3O2)(=O)=O)=CC=1. The catalyst is CC1C=CC=CC=1[P](C1C=CC=CC=1C)([Pd](Cl)(Cl)[P](C1=C(C)C=CC=C1)(C1C=CC=CC=1C)C1C=CC=CC=1C)C1C=CC=CC=1C. The product is [CH3:1][C:2]1[CH:7]=[CH:6][C:5]([S:8]([O:11][CH2:12][CH:13]2[CH2:17][C:16]3[CH:18]=[CH:19][CH:20]=[C:21]([C:28]4[CH:29]=[CH:30][C:25]([C:24]([F:35])([F:34])[F:23])=[CH:26][CH:27]=4)[C:15]=3[O:14]2)(=[O:10])=[O:9])=[CH:4][CH:3]=1. The yield is 0.740. (7) The reactants are C[O:2][C:3]([C:5]1[S:6][C:7]([C:23]#[C:24][C:25]([CH3:28])([CH3:27])[CH3:26])=[CH:8][C:9]=1[N:10]([CH:20]1[CH2:22][CH2:21]1)[C:11]([C@H:13]1[CH2:18][CH2:17][C@H:16]([CH3:19])[CH2:15][CH2:14]1)=[O:12])=[O:4].C1COCC1.O.[OH-].[Li+].Cl. The catalyst is C(Cl)Cl.O. The product is [CH:20]1([N:10]([C:11]([C@H:13]2[CH2:18][CH2:17][C@H:16]([CH3:19])[CH2:15][CH2:14]2)=[O:12])[C:9]2[CH:8]=[C:7]([C:23]#[C:24][C:25]([CH3:28])([CH3:27])[CH3:26])[S:6][C:5]=2[C:3]([OH:4])=[O:2])[CH2:21][CH2:22]1. The yield is 0.780. (8) The reactants are [NH2:1][CH2:2][CH2:3][CH2:4][OH:5].C([O-])([O-])=O.[Na+].[Na+].[CH:12]1[CH:17]=[CH:16][C:15]([CH2:18][O:19][C:20](Cl)=[O:21])=[CH:14][CH:13]=1.C(Cl)Cl. The catalyst is C1COCC1.O. The product is [OH:5][CH2:4][CH2:3][CH2:2][NH:1][C:20](=[O:21])[O:19][CH2:18][C:15]1[CH:16]=[CH:17][CH:12]=[CH:13][CH:14]=1. The yield is 0.905. (9) The reactants are [Br:1][C:2]1[C:3]([NH2:9])=[N:4][CH:5]=[C:6]([Br:8])[N:7]=1.Br[CH2:11][CH:12](OC)OC.C(=O)([O-])O.[Na+]. The catalyst is O. The product is [Br:8][C:6]1[N:7]=[C:2]([Br:1])[C:3]2[N:4]([CH:11]=[CH:12][N:9]=2)[CH:5]=1. The yield is 0.990.